Dataset: Reaction yield outcomes from USPTO patents with 853,638 reactions. Task: Predict the reaction yield, written as a fraction of the theoretical maximum amount of product (1.0 means a 100% yield; for example, 0.34 means a 34% yield). (1) The reactants are [F:1][C:2]1[CH:7]=[CH:6][CH:5]=[C:4]([F:8])[C:3]=1[C:9]1[CH:10]=[C:11]2[C:15](=[CH:16][CH:17]=1)[N:14]([S:18]([C:21]1[CH:27]=[CH:26][C:24]([CH3:25])=[CH:23][CH:22]=1)(=[O:20])=[O:19])[CH:13]=[C:12]2B1OC(C)(C)C(C)(C)O1.Cl[C:38]1[N:43]=[C:42]([O:44][C@@H:45]2[CH2:50][CH2:49][CH2:48][N:47]([C:51]([O:53][C:54]([CH3:57])([CH3:56])[CH3:55])=[O:52])[CH2:46]2)[CH:41]=[N:40][CH:39]=1.P([O-])([O-])([O-])=O.[K+].[K+].[K+]. The catalyst is O1CCOCC1.O.O. The product is [F:1][C:2]1[CH:7]=[CH:6][CH:5]=[C:4]([F:8])[C:3]=1[C:9]1[CH:10]=[C:11]2[C:15](=[CH:16][CH:17]=1)[N:14]([S:18]([C:21]1[CH:22]=[CH:23][C:24]([CH3:25])=[CH:26][CH:27]=1)(=[O:19])=[O:20])[CH:13]=[C:12]2[C:38]1[N:43]=[C:42]([O:44][C@@H:45]2[CH2:50][CH2:49][CH2:48][N:47]([C:51]([O:53][C:54]([CH3:57])([CH3:56])[CH3:55])=[O:52])[CH2:46]2)[CH:41]=[N:40][CH:39]=1. The yield is 0.880. (2) The reactants are [CH2:1]([N:3]1[C:11]2[C:6](=[CH:7][CH:8]=[C:9]([O:12][CH3:13])[CH:10]=2)[C:5]([C:14]#[N:15])=[C:4]1I)[CH3:2].[F:17][C:18]1[CH:23]=[CH:22][C:21]([C:24]#[CH:25])=[CH:20][CH:19]=1.CN(C=O)C.CCN(CC)CC. The catalyst is O.[Pd](Cl)Cl.C1(P(C2C=CC=CC=2)C2C=CC=CC=2)C=CC=CC=1.C1(P(C2C=CC=CC=2)C2C=CC=CC=2)C=CC=CC=1.[Cu]I. The product is [CH2:1]([N:3]1[C:11]2[C:6](=[CH:7][CH:8]=[C:9]([O:12][CH3:13])[CH:10]=2)[C:5]([C:14]#[N:15])=[C:4]1[C:25]#[C:24][C:21]1[CH:22]=[CH:23][C:18]([F:17])=[CH:19][CH:20]=1)[CH3:2]. The yield is 0.820. (3) The catalyst is CO.CC(O)=O. The reactants are [NH2:1][C:2]1[CH:3]=[C:4]2[C:13](=[CH:14][C:15]=1[F:16])[O:12][CH2:11][C:10]1[N:5]2[CH:6]([CH3:18])[C:7](=[O:17])[NH:8][N:9]=1.O=[C:20]1[CH2:23][N:22]([C:24]([O:26][C:27]([CH3:30])([CH3:29])[CH3:28])=[O:25])[CH2:21]1.C([BH3-])#N.[Na+]. The yield is 0.710. The product is [C:27]([O:26][C:24]([N:22]1[CH2:23][CH:20]([NH:1][C:2]2[CH:3]=[C:4]3[C:13](=[CH:14][C:15]=2[F:16])[O:12][CH2:11][C:10]2[N:5]3[CH:6]([CH3:18])[C:7](=[O:17])[NH:8][N:9]=2)[CH2:21]1)=[O:25])([CH3:30])([CH3:28])[CH3:29]. (4) The reactants are [Cl:1][C:2]1[CH:7]=[CH:6][CH:5]=[CH:4][C:3]=1[C:8]1([OH:14])[CH2:13][CH2:12][NH:11][CH2:10][CH2:9]1.N1C(C)=CC=CC=1C.[I-].[K+].Br[CH2:26][CH2:27][CH:28]=[C:29]1[C:35]2[CH:36]=[CH:37][CH:38]=[N:39][C:34]=2[CH2:33][O:32][C:31]2[CH:40]=[CH:41][C:42]([C:44]([OH:47])([CH3:46])[CH3:45])=[CH:43][C:30]1=2. The catalyst is C(O)(C)C. The product is [Cl:1][C:2]1[CH:7]=[CH:6][CH:5]=[CH:4][C:3]=1[C:8]1([OH:14])[CH2:9][CH2:10][N:11]([CH2:26][CH2:27][CH:28]=[C:29]2[C:35]3[CH:36]=[CH:37][CH:38]=[N:39][C:34]=3[CH2:33][O:32][C:31]3[CH:40]=[CH:41][C:42]([C:44]([OH:47])([CH3:46])[CH3:45])=[CH:43][C:30]2=3)[CH2:12][CH2:13]1. The yield is 0.520. (5) The product is [OH:14][C:2]1[CH:3]=[N:4][C:5]2[C:10]([CH:11]=1)=[CH:9][C:8]([CH3:12])=[CH:7][CH:6]=2. The yield is 0.290. The reactants are N[C:2]1[CH:3]=[N:4][C:5]2[C:10]([CH:11]=1)=[CH:9][C:8]([CH3:12])=[CH:7][CH:6]=2.N([O-])=[O:14].[Na+].[OH-].[Na+]. The catalyst is OS(O)(=O)=O.O.